Dataset: Peptide-MHC class II binding affinity with 134,281 pairs from IEDB. Task: Regression. Given a peptide amino acid sequence and an MHC pseudo amino acid sequence, predict their binding affinity value. This is MHC class II binding data. The peptide sequence is INEPTAAAIAYGLPR. The MHC is HLA-DQA10102-DQB10602 with pseudo-sequence HLA-DQA10102-DQB10602. The binding affinity (normalized) is 0.759.